This data is from Full USPTO retrosynthesis dataset with 1.9M reactions from patents (1976-2016). The task is: Predict the reactants needed to synthesize the given product. Given the product [Cl:1][C:2]1[CH:3]=[C:4]([CH:9]([CH2:18][CH:19]2[CH2:23][CH2:22][CH2:21][C:20]2=[O:24])[C:10]([NH:12][C:13]2[S:14][CH:15]=[CH:16][N:17]=2)=[O:11])[CH:5]=[CH:6][C:7]=1[Cl:8], predict the reactants needed to synthesize it. The reactants are: [Cl:1][C:2]1[CH:3]=[C:4]([CH:9]([CH2:18][CH:19]2[CH2:23][CH2:22][CH2:21][CH:20]2[OH:24])[C:10]([NH:12][C:13]2[S:14][CH:15]=[CH:16][N:17]=2)=[O:11])[CH:5]=[CH:6][C:7]=1[Cl:8].[Cr](Cl)([O-])(=O)=O.[NH+]1C=CC=CC=1.